The task is: Predict the reactants needed to synthesize the given product.. This data is from Full USPTO retrosynthesis dataset with 1.9M reactions from patents (1976-2016). (1) Given the product [CH3:20][C:19]1[CH:21]=[CH:22][C:16]([S:13]([O:10][CH2:9][CH2:8][C:7]([OH:12])([C:1]2[CH:6]=[CH:5][CH:4]=[CH:3][CH:2]=2)[CH3:11])(=[O:15])=[O:14])=[CH:17][CH:18]=1, predict the reactants needed to synthesize it. The reactants are: [C:1]1([C:7]([OH:12])([CH3:11])[CH2:8][CH2:9][OH:10])[CH:6]=[CH:5][CH:4]=[CH:3][CH:2]=1.[S:13](Cl)([C:16]1[CH:22]=[CH:21][C:19]([CH3:20])=[CH:18][CH:17]=1)(=[O:15])=[O:14].C(N(CC)CC)C.O. (2) Given the product [Cl:1][C:2]1[CH:7]=[C:6]([C:15]2[CH:14]=[CH:13][C:12]([O:11][C:10]([F:9])([F:21])[F:22])=[CH:17][CH:16]=2)[N:5]=[CH:4][N:3]=1, predict the reactants needed to synthesize it. The reactants are: [Cl:1][C:2]1[CH:7]=[C:6](Cl)[N:5]=[CH:4][N:3]=1.[F:9][C:10]([F:22])([F:21])[O:11][C:12]1[CH:17]=[CH:16][C:15](B(O)O)=[CH:14][CH:13]=1.C(=O)([O-])[O-].[K+].[K+].O1CCOCC1. (3) Given the product [Br:1][C:2]1[CH:3]=[CH:4][C:5]([O:18][C:16]2[CH:15]=[C:14]([CH3:19])[N:13]=[C:12]([CH3:11])[CH:17]=2)=[C:6]([CH:9]=1)[CH:7]=[O:8], predict the reactants needed to synthesize it. The reactants are: [Br:1][C:2]1[CH:3]=[CH:4][C:5](F)=[C:6]([CH:9]=1)[CH:7]=[O:8].[CH3:11][C:12]1[CH:17]=[C:16]([OH:18])[CH:15]=[C:14]([CH3:19])[N:13]=1.C([O-])([O-])=O.[K+].[K+]. (4) Given the product [CH2:1]([O:3][C:4]([N:6]1[CH2:7][CH2:8][N:9]([C:12](=[O:56])[C@@H:13]([NH:23][C:24]([C:26]2[CH:30]=[C:29]([O:31][CH2:32][C:33](=[O:49])[NH:34][C:35]3([C:39]([OH:41])=[O:40])[CH2:38][CH2:37][CH2:36]3)[N:28]([C:50]3[CH:55]=[CH:54][CH:53]=[CH:52][CH:51]=3)[N:27]=2)=[O:25])[CH2:14][CH2:15][C:16]([O:18][C:19]([CH3:22])([CH3:21])[CH3:20])=[O:17])[CH2:10][CH2:11]1)=[O:5])[CH3:2], predict the reactants needed to synthesize it. The reactants are: [CH2:1]([O:3][C:4]([N:6]1[CH2:11][CH2:10][N:9]([C:12](=[O:56])[C@@H:13]([NH:23][C:24]([C:26]2[CH:30]=[C:29]([O:31][CH2:32][C:33](=[O:49])[NH:34][C:35]3([C:39]([O:41]CC4C=CC=CC=4)=[O:40])[CH2:38][CH2:37][CH2:36]3)[N:28]([C:50]3[CH:55]=[CH:54][CH:53]=[CH:52][CH:51]=3)[N:27]=2)=[O:25])[CH2:14][CH2:15][C:16]([O:18][C:19]([CH3:22])([CH3:21])[CH3:20])=[O:17])[CH2:8][CH2:7]1)=[O:5])[CH3:2]. (5) Given the product [CH3:33][C:22]1[N:21]([CH2:20][C:17]2[CH:18]=[CH:19][C:14]([C:9]3[C:8]([C:6]([O:5][C:1]([CH3:2])([CH3:3])[CH3:4])=[O:7])=[CH:13][CH:12]=[CH:11][CH:10]=3)=[CH:15][CH:16]=2)[C:29]2[C:24]([CH:23]=1)=[CH:25][C:26]([C:30](=[O:31])[NH:43][CH:40]([C:34]1[CH:39]=[CH:38][CH:37]=[CH:36][CH:35]=1)[CH2:41][CH3:42])=[CH:27][CH:28]=2, predict the reactants needed to synthesize it. The reactants are: [C:1]([O:5][C:6]([C:8]1[CH:13]=[CH:12][CH:11]=[CH:10][C:9]=1[C:14]1[CH:19]=[CH:18][C:17]([CH2:20][N:21]2[C:29]3[C:24](=[CH:25][C:26]([C:30](O)=[O:31])=[CH:27][CH:28]=3)[CH:23]=[C:22]2[CH3:33])=[CH:16][CH:15]=1)=[O:7])([CH3:4])([CH3:3])[CH3:2].[C:34]1([CH:40]([NH2:43])[CH2:41][CH3:42])[CH:39]=[CH:38][CH:37]=[CH:36][CH:35]=1. (6) Given the product [Cl:1][C:2]1[CH:3]=[C:4]2[C:8](=[CH:9][CH:10]=1)[NH:7][CH:6]=[C:5]2[CH2:11][CH2:12][NH:13][C:14](=[O:23])[C:15]1[CH:20]=[CH:19][CH:18]=[C:17]([CH2:21][C:30]2[CH:29]=[CH:28][CH:27]=[C:26]([C:24]#[N:25])[CH:31]=2)[CH:16]=1, predict the reactants needed to synthesize it. The reactants are: [Cl:1][C:2]1[CH:3]=[C:4]2[C:8](=[CH:9][CH:10]=1)[NH:7][CH:6]=[C:5]2[CH2:11][CH2:12][NH:13][C:14](=[O:23])[C:15]1[CH:20]=[CH:19][CH:18]=[C:17]([CH2:21]Cl)[CH:16]=1.[C:24]([C:26]1[CH:27]=[C:28](B(O)O)[CH:29]=[CH:30][CH:31]=1)#[N:25].C(=O)([O-])[O-].[Na+].[Na+].[I-].[Na+]. (7) Given the product [CH:14]1([CH:10]([C:9]2[CH:8]=[N:7][C:6]([C:3]3[CH:4]=[CH:5][O:1][CH:2]=3)=[CH:13][CH:12]=2)[OH:11])[CH2:16][CH2:15]1, predict the reactants needed to synthesize it. The reactants are: [O:1]1[CH:5]=[CH:4][C:3]([C:6]2[CH:13]=[CH:12][C:9]([CH:10]=[O:11])=[CH:8][N:7]=2)=[CH:2]1.[CH:14]1([Mg]Br)[CH2:16][CH2:15]1. (8) Given the product [Br:1][C:2]1[CH:7]=[CH:6][C:5]([C:16]2[C:15]([S:12]([NH:11][CH3:10])(=[O:13])=[O:14])=[CH:20][CH:19]=[CH:18][CH:17]=2)=[CH:4][C:3]=1[F:9], predict the reactants needed to synthesize it. The reactants are: [Br:1][C:2]1[CH:7]=[CH:6][C:5](I)=[CH:4][C:3]=1[F:9].[CH3:10][NH:11][S:12]([C:15]1[CH:20]=[CH:19][CH:18]=[CH:17][C:16]=1B(O)O)(=[O:14])=[O:13].C([O-])([O-])=O.[Na+].[Na+].C(Cl)Cl.